From a dataset of Full USPTO retrosynthesis dataset with 1.9M reactions from patents (1976-2016). Predict the reactants needed to synthesize the given product. (1) Given the product [CH2:19]([N:18]1[C:17](=[O:26])[C:16]2[C:11](=[CH:12][C:13]([Cl:27])=[CH:14][CH:15]=2)[N:10]=[C:9]1[CH:5]([NH:4][CH2:3][C:2]([NH:1][C:41](=[O:42])[C:40]1[CH:44]=[CH:45][C:46]([CH3:47])=[C:38]([F:37])[CH:39]=1)([CH3:29])[CH3:28])[CH:6]([CH3:8])[CH3:7])[C:20]1[CH:21]=[CH:22][CH:23]=[CH:24][CH:25]=1, predict the reactants needed to synthesize it. The reactants are: [NH2:1][C:2]([CH3:29])([CH3:28])[CH2:3][NH:4][CH:5]([C:9]1[N:18]([CH2:19][C:20]2[CH:25]=[CH:24][CH:23]=[CH:22][CH:21]=2)[C:17](=[O:26])[C:16]2[C:11](=[CH:12][C:13]([Cl:27])=[CH:14][CH:15]=2)[N:10]=1)[CH:6]([CH3:8])[CH3:7].C(N(CC)CC)C.[F:37][C:38]1[CH:39]=[C:40]([CH:44]=[CH:45][C:46]=1[CH3:47])[C:41](Cl)=[O:42]. (2) Given the product [NH2:15][C:10]1[N:11]=[C:12]([NH:20][C:21]2[CH:26]=[CH:25][C:24]([CH2:27][CH2:28][OH:29])=[CH:23][CH:22]=2)[CH:13]=[C:8]([C:6]2[CH:7]=[C:2]([Br:1])[CH:3]=[CH:4][C:5]=2[O:16][CH:17]([CH3:19])[CH3:18])[N:9]=1, predict the reactants needed to synthesize it. The reactants are: [Br:1][C:2]1[CH:3]=[CH:4][C:5]([O:16][CH:17]([CH3:19])[CH3:18])=[C:6]([C:8]2[CH:13]=[C:12](Cl)[N:11]=[C:10]([NH2:15])[N:9]=2)[CH:7]=1.[NH2:20][C:21]1[CH:26]=[CH:25][C:24]([CH2:27][CH2:28][OH:29])=[CH:23][CH:22]=1. (3) Given the product [Cl:1][C:2]1[CH:3]=[C:4]2[C:10]([I:11])=[CH:9][N:8]([Si:17]([CH:21]([CH3:23])[CH3:22])([CH:18]([CH3:20])[CH3:19])[CH:14]([CH3:16])[CH3:15])[C:5]2=[N:6][CH:7]=1, predict the reactants needed to synthesize it. The reactants are: [Cl:1][C:2]1[CH:3]=[C:4]2[C:10]([I:11])=[CH:9][NH:8][C:5]2=[N:6][CH:7]=1.[H-].[Na+].[CH:14]([Si:17](Cl)([CH:21]([CH3:23])[CH3:22])[CH:18]([CH3:20])[CH3:19])([CH3:16])[CH3:15].O. (4) Given the product [CH:17]([O:1][C:2]1[CH:7]=[CH:6][C:5]([N+:8]([O-:10])=[O:9])=[CH:4][C:3]=1[C:11](=[O:13])[CH3:12])([C:18]1[CH:23]=[CH:22][CH:21]=[CH:20][CH:19]=1)[C:24]1[CH:29]=[CH:28][CH:27]=[CH:26][CH:25]=1, predict the reactants needed to synthesize it. The reactants are: [OH:1][C:2]1[CH:7]=[CH:6][C:5]([N+:8]([O-:10])=[O:9])=[CH:4][C:3]=1[C:11](=[O:13])[CH3:12].[H-].[Na+].Br[CH:17]([C:24]1[CH:29]=[CH:28][CH:27]=[CH:26][CH:25]=1)[C:18]1[CH:23]=[CH:22][CH:21]=[CH:20][CH:19]=1.